Dataset: Reaction yield outcomes from USPTO patents with 853,638 reactions. Task: Predict the reaction yield, written as a fraction of the theoretical maximum amount of product (1.0 means a 100% yield; for example, 0.34 means a 34% yield). The reactants are [C:1]([C:3]([C:6]1[CH:7]=[C:8]([CH:12]=[CH:13][CH:14]=1)[C:9]([OH:11])=O)([CH3:5])[CH3:4])#[N:2].CN(C(ON1N=NC2C=CC=CC1=2)=[N+](C)C)C.[B-](F)(F)(F)F.CCN(C(C)C)C(C)C.[I:46][C:47]1[CH:48]=[C:49]([CH:51]=[CH:52][C:53]=1[CH3:54])[NH2:50]. The product is [C:1]([C:3]([C:6]1[CH:7]=[C:8]([CH:12]=[CH:13][CH:14]=1)[C:9]([NH:50][C:49]1[CH:51]=[CH:52][C:53]([CH3:54])=[C:47]([I:46])[CH:48]=1)=[O:11])([CH3:4])[CH3:5])#[N:2]. The yield is 0.810. The catalyst is CN(C=O)C.